The task is: Predict the reactants needed to synthesize the given product.. This data is from Full USPTO retrosynthesis dataset with 1.9M reactions from patents (1976-2016). (1) Given the product [NH3:6].[CH:13]1[C:14]2[C:9](=[CH:8][C:7]([NH:6][S:3]([CH2:2][NH:17][C:18]3[CH:19]=[C:20]([CH:25]=[CH:26][CH:27]=3)[C:21]([NH:23][CH3:24])=[O:22])(=[O:5])=[O:4])=[CH:16][CH:15]=2)[CH:10]=[CH:11][N:12]=1, predict the reactants needed to synthesize it. The reactants are: Cl[CH2:2][S:3]([NH:6][C:7]1[CH:8]=[C:9]2[C:14](=[CH:15][CH:16]=1)[CH:13]=[N:12][CH:11]=[CH:10]2)(=[O:5])=[O:4].[NH2:17][C:18]1[CH:19]=[C:20]([CH:25]=[CH:26][CH:27]=1)[C:21]([NH:23][CH3:24])=[O:22]. (2) Given the product [CH:1]1([O:4][C:6]2[C:11]([I:12])=[CH:10][CH:9]=[CH:8][N:7]=2)[CH2:3][CH2:2]1, predict the reactants needed to synthesize it. The reactants are: [CH:1]1([OH:4])[CH2:3][CH2:2]1.F[C:6]1[C:11]([I:12])=[CH:10][CH:9]=[CH:8][N:7]=1. (3) Given the product [C:31]([O:35][C:36]([N:17]1[CH2:18][CH2:19][C:20]2[CH:21]=[C:22]3[O:28][CH2:27][O:26][C:23]3=[CH:24][C:25]=2[CH:16]1[CH2:15][C:14]1[CH:13]=[CH:12][C:11]([C:6]2[CH:7]=[N:8][CH:9]=[CH:10][C:5]=2[O:4][CH3:3])=[CH:30][CH:29]=1)=[O:37])([CH3:34])([CH3:33])[CH3:32], predict the reactants needed to synthesize it. The reactants are: Cl.Cl.[CH3:3][O:4][C:5]1[CH:10]=[CH:9][N:8]=[CH:7][C:6]=1[C:11]1[CH:30]=[CH:29][C:14]([CH2:15][CH:16]2[C:25]3[CH:24]=[C:23]4[O:26][CH2:27][O:28][C:22]4=[CH:21][C:20]=3[CH2:19][CH2:18][NH:17]2)=[CH:13][CH:12]=1.[C:31]([O:35][C:36](N1CCC2C=C3OCOC3=CC=2C1CC1C=CC(Br)=CC=1)=[O:37])([CH3:34])([CH3:33])[CH3:32].COC1C=CN=CC=1B(O)O.C1(P(C2C=CC=CC=2)C2C=CC=CC=2)C=CC=CC=1.C([O-])([O-])=O.[Na+].[Na+]. (4) Given the product [N+:8]([C:5]1[CH:6]=[CH:7][C:2]([N:25]2[CH2:24][CH2:23][NH:22][C:21](=[O:20])[CH2:26]2)=[N:3][CH:4]=1)([O-:10])=[O:9], predict the reactants needed to synthesize it. The reactants are: Cl[C:2]1[CH:7]=[CH:6][C:5]([N+:8]([O-:10])=[O:9])=[CH:4][N:3]=1.C(N(CC)C(C)C)(C)C.[O:20]=[C:21]1[CH2:26][NH:25][CH2:24][CH2:23][NH:22]1.O. (5) Given the product [ClH:26].[N:18]1([CH2:17][CH2:16][O:15][C:11]2[CH:12]=[C:13]3[C:8](=[CH:9][CH:10]=2)[NH:7][C:6]([C:4]([OH:5])=[O:3])=[CH:14]3)[CH2:23][CH2:22][O:21][CH2:20][CH2:19]1, predict the reactants needed to synthesize it. The reactants are: C([O:3][C:4]([C:6]1[NH:7][C:8]2[C:13]([CH:14]=1)=[CH:12][C:11]([O:15][CH2:16][CH2:17][N:18]1[CH2:23][CH2:22][O:21][CH2:20][CH2:19]1)=[CH:10][CH:9]=2)=[O:5])C.[OH-].[Na+].[ClH:26]. (6) The reactants are: [Cl:1][C:2]1[CH:7]=[C:6]([Cl:8])[CH:5]=[CH:4][C:3]=1[C:9]1[S:10][C:11]([C:15]([O:17]CC)=O)=[C:12]([CH3:14])[N:13]=1.O.[NH2:21][NH2:22]. Given the product [Cl:1][C:2]1[CH:7]=[C:6]([Cl:8])[CH:5]=[CH:4][C:3]=1[C:9]1[S:10][C:11]([C:15]([NH:21][NH2:22])=[O:17])=[C:12]([CH3:14])[N:13]=1, predict the reactants needed to synthesize it. (7) Given the product [Cl:21][C:22]1[C:23]([OH:33])=[C:24]([S:29]([N:7]([CH2:8][C:9]2[N:14]=[C:13]([C:15]([O:17][CH3:18])=[O:16])[CH:12]=[CH:11][CH:10]=2)[CH2:6][C:5]2[CH:4]=[CH:3][C:2]([F:1])=[CH:20][CH:19]=2)(=[O:31])=[O:30])[CH:25]=[C:26]([Cl:28])[CH:27]=1, predict the reactants needed to synthesize it. The reactants are: [F:1][C:2]1[CH:20]=[CH:19][C:5]([CH2:6][NH:7][CH2:8][C:9]2[N:14]=[C:13]([C:15]([O:17][CH3:18])=[O:16])[CH:12]=[CH:11][CH:10]=2)=[CH:4][CH:3]=1.[Cl:21][C:22]1[C:23]([OH:33])=[C:24]([S:29](Cl)(=[O:31])=[O:30])[CH:25]=[C:26]([Cl:28])[CH:27]=1. (8) Given the product [F:8][C:7]1[CH:6]=[C:5]([CH2:9][N:10]2[C@@H:15]([CH3:16])[CH2:14][CH2:13][C@H:12]([C:17]3[CH:22]=[CH:21][CH:20]=[CH:19][CH:18]=3)[S:11]2(=[O:24])=[O:23])[C:4]([F:25])=[CH:3][C:2]=1[CH2:33][C:32]([O:31][C:27]([CH3:30])([CH3:29])[CH3:28])=[O:35], predict the reactants needed to synthesize it. The reactants are: Br[C:2]1[C:7]([F:8])=[CH:6][C:5]([CH2:9][N:10]2[C@@H:15]([CH3:16])[CH2:14][CH2:13][C@H:12]([C:17]3[CH:22]=[CH:21][CH:20]=[CH:19][CH:18]=3)[S:11]2(=[O:24])=[O:23])=[C:4]([F:25])[CH:3]=1.[Cl-].[C:27]([O:31][C:32](=[O:35])[CH2:33][Zn+])([CH3:30])([CH3:29])[CH3:28]. (9) Given the product [ClH:31].[NH2:7][C@H:8]1[CH2:13][C@@H:12]([C:14]2[CH:19]=[C:18]([F:20])[CH:17]=[C:16]([F:21])[C:15]=2[F:22])[C@@H:11]([CH3:23])[N:10]([CH2:24][C:25]([F:28])([F:27])[F:26])[C:9]1=[O:29], predict the reactants needed to synthesize it. The reactants are: C(OC(=O)[NH:7][C@H:8]1[CH2:13][C@@H:12]([C:14]2[CH:19]=[C:18]([F:20])[CH:17]=[C:16]([F:21])[C:15]=2[F:22])[C@@H:11]([CH3:23])[N:10]([CH2:24][C:25]([F:28])([F:27])[F:26])[C:9]1=[O:29])(C)(C)C.[ClH:31]. (10) Given the product [CH3:42][N:11]([CH2:12][C:13]1[S:14][CH:15]=[C:16]([C:27]2[CH:32]=[CH:31][C:30]([CH2:33][CH2:34][C:35]([O:37][CH2:38][CH3:39])=[O:36])=[CH:29][CH:28]=2)[CH:17]=1)[C:10](=[O:41])[CH2:1][CH2:2][CH2:3][CH2:4][CH2:5][CH2:6][CH3:7], predict the reactants needed to synthesize it. The reactants are: [C:1]([CH2:10][N-:11][CH2:12][C:13]1[S:14][CH:15]=[C:16](Br)[CH:17]=1)(=O)[CH2:2][CH2:3][CH2:4][CH2:5][CH2:6][CH2:7]C.CC1(C)C(C)(C)OB([C:27]2[CH:32]=[CH:31][C:30]([CH2:33][CH2:34][C:35]([O:37][CH2:38][CH3:39])=[O:36])=[CH:29][CH:28]=2)O1.[OH2:41].[CH3:42]N(C)C=O.